Dataset: Tyrosyl-DNA phosphodiesterase HTS with 341,365 compounds. Task: Binary Classification. Given a drug SMILES string, predict its activity (active/inactive) in a high-throughput screening assay against a specified biological target. The drug is s1c(n2nc(cc2NC(=O)CN2CC(CCC2)C)C)nc2c1cccc2. The result is 0 (inactive).